Dataset: Forward reaction prediction with 1.9M reactions from USPTO patents (1976-2016). Task: Predict the product of the given reaction. (1) Given the reactants Cl.[Cl:2][C:3]1[CH:8]=[CH:7][CH:6]=[CH:5][C:4]=1[N:9]1[CH:13]([C:14]2[CH:15]=[N:16][C:17]([C:20]3[CH2:21][CH2:22][NH:23][CH2:24][CH:25]=3)=[CH:18][CH:19]=2)[CH2:12][C:11]([C:26]([C:32]([F:35])([F:34])[F:33])([C:28]([F:31])([F:30])[F:29])[OH:27])=[N:10]1.[CH:36]1([S:39](Cl)(=[O:41])=[O:40])[CH2:38][CH2:37]1.C(N(CC)CC)C, predict the reaction product. The product is: [Cl:2][C:3]1[CH:8]=[CH:7][CH:6]=[CH:5][C:4]=1[N:9]1[CH:13]([C:14]2[CH:15]=[N:16][C:17]([C:20]3[CH2:21][CH2:22][N:23]([S:39]([CH:36]4[CH2:38][CH2:37]4)(=[O:41])=[O:40])[CH2:24][CH:25]=3)=[CH:18][CH:19]=2)[CH2:12][C:11]([C:26]([C:28]([F:31])([F:29])[F:30])([C:32]([F:33])([F:35])[F:34])[OH:27])=[N:10]1. (2) Given the reactants CO[C:3]([C:5]1[S:9][C:8]([CH2:10][CH2:11][C:12]2[C:13]([CH2:18][CH2:19][CH2:20][CH3:21])=[N:14][O:15][C:16]=2[CH3:17])=[N:7][C:6]=1[CH3:22])=[O:4].[NH2:23][C@@H:24]([CH2:26][OH:27])[CH3:25], predict the reaction product. The product is: [OH:27][CH2:26][C@H:24]([NH:23][C:3]([C:5]1[S:9][C:8]([CH2:10][CH2:11][C:12]2[C:13]([CH2:18][CH2:19][CH2:20][CH3:21])=[N:14][O:15][C:16]=2[CH3:17])=[N:7][C:6]=1[CH3:22])=[O:4])[CH3:25]. (3) Given the reactants [CH2:1]([NH:8][C@H:9]1[CH2:14][CH2:13][C@@H:12]([NH:15][C:16]2[CH:21]=[C:20](Cl)[C:19]([CH3:23])=[CH:18][N+:17]=2[O-])[CH2:11][CH2:10]1)[C:2]1[CH:7]=[CH:6][CH:5]=[CH:4][CH:3]=1.[NH:25]1[CH2:29][CH2:28][CH2:27][CH2:26]1.C(O)CCC.C([O-])(O)=O.[Na+], predict the reaction product. The product is: [CH2:1]([NH:8][C@H:9]1[CH2:14][CH2:13][C@@H:12]([NH:15][C:16]2[CH:21]=[C:20]([N:25]3[CH2:29][CH2:28][CH2:27][CH2:26]3)[C:19]([CH3:23])=[CH:18][N:17]=2)[CH2:11][CH2:10]1)[C:2]1[CH:7]=[CH:6][CH:5]=[CH:4][CH:3]=1. (4) Given the reactants Cl[C:2]1[N:7]=[C:6]([C:8]2[C:16]3[C:11](=[CH:12][CH:13]=[CH:14][CH:15]=3)[NH:10][CH:9]=2)[C:5]([Cl:17])=[CH:4][N:3]=1.[NH2:18][C:19]1[C:24]([O:25][CH3:26])=[CH:23][C:22]([N:27]2[CH2:32][CH2:31][CH:30]([N:33]([CH3:35])[CH3:34])[CH2:29][CH2:28]2)=[C:21]([CH3:36])[CH:20]=1, predict the reaction product. The product is: [Cl:17][C:5]1[C:6]([C:8]2[C:16]3[C:11](=[CH:12][CH:13]=[CH:14][CH:15]=3)[NH:10][CH:9]=2)=[N:7][C:2]([NH:18][C:19]2[CH:20]=[C:21]([CH3:36])[C:22]([N:27]3[CH2:28][CH2:29][CH:30]([N:33]([CH3:35])[CH3:34])[CH2:31][CH2:32]3)=[CH:23][C:24]=2[O:25][CH3:26])=[N:3][CH:4]=1.